This data is from Reaction yield outcomes from USPTO patents with 853,638 reactions. The task is: Predict the reaction yield, written as a fraction of the theoretical maximum amount of product (1.0 means a 100% yield; for example, 0.34 means a 34% yield). The reactants are [CH3:1][O:2][C:3](=[O:36])[NH:4][CH:5]([C:9]([N:11]1[CH2:15][CH2:14][CH2:13][CH:12]1[C:16]1[N:17]([CH2:28][O:29][CH2:30][CH2:31][Si:32]([CH3:35])([CH3:34])[CH3:33])[C:18]([C:21]2[CH:26]=[CH:25][C:24](Br)=[CH:23][CH:22]=2)=[CH:19][N:20]=1)=[O:10])[CH:6]([CH3:8])[CH3:7].[C:37]([N:47]1[CH2:52][CH2:51][NH:50][CH2:49][CH2:48]1)([O:39][CH2:40][C:41]1[CH:46]=[CH:45][CH:44]=[CH:43][CH:42]=1)=[O:38].C1C=CC(P(C2C(C3C(P(C4C=CC=CC=4)C4C=CC=CC=4)=CC=C4C=3C=CC=C4)=C3C(C=CC=C3)=CC=2)C2C=CC=CC=2)=CC=1.CC([O-])(C)C.[Na+]. The catalyst is C1(C)C=CC=CC=1.CC([O-])=O.CC([O-])=O.[Pd+2]. The product is [CH2:40]([O:39][C:37]([N:47]1[CH2:52][CH2:51][N:50]([C:24]2[CH:25]=[CH:26][C:21]([C:18]3[N:17]([CH2:28][O:29][CH2:30][CH2:31][Si:32]([CH3:35])([CH3:34])[CH3:33])[C:16]([CH:12]4[CH2:13][CH2:14][CH2:15][N:11]4[C:9](=[O:10])[CH:5]([NH:4][C:3]([O:2][CH3:1])=[O:36])[CH:6]([CH3:8])[CH3:7])=[N:20][CH:19]=3)=[CH:22][CH:23]=2)[CH2:49][CH2:48]1)=[O:38])[C:41]1[CH:46]=[CH:45][CH:44]=[CH:43][CH:42]=1. The yield is 0.130.